This data is from Catalyst prediction with 721,799 reactions and 888 catalyst types from USPTO. The task is: Predict which catalyst facilitates the given reaction. (1) Reactant: [CH3:1][O:2][C:3]1[CH:4]=[C:5](N)[CH:6]=[C:7]([O:9][CH3:10])[CH:8]=1.[F:12][B-](F)(F)F.[H+].N([O-])=O.[Na+]. Product: [F:12][C:5]1[CH:4]=[C:3]([O:2][CH3:1])[CH:8]=[C:7]([O:9][CH3:10])[CH:6]=1. The catalyst class is: 6. (2) Reactant: C([O:8][CH:9]1[CH2:12][CH:11]([N:13]2[C:17]3[CH:18]=[C:19]([F:22])[CH:20]=[CH:21][C:16]=3[N:15]=[C:14]2[C@@H:23]([NH:25][C:26]2[N:34]=[CH:33][N:32]=[C:31]3[C:27]=2[N:28]=[CH:29][NH:30]3)[CH3:24])[CH2:10]1)C1C=CC=CC=1.B(Br)(Br)Br. Product: [F:22][C:19]1[CH:20]=[CH:21][C:16]2[N:15]=[C:14]([C@@H:23]([NH:25][C:26]3[N:34]=[CH:33][N:32]=[C:31]4[C:27]=3[N:28]=[CH:29][NH:30]4)[CH3:24])[N:13]([CH:11]3[CH2:12][CH:9]([OH:8])[CH2:10]3)[C:17]=2[CH:18]=1. The catalyst class is: 2. (3) Reactant: [Br:1][C:2]1[CH:3]=[CH:4][C:5]([CH:8]=[N:9][OH:10])=[N:6][CH:7]=1.[Cl:11]N1C(=O)CCC1=O. Product: [Br:1][C:2]1[CH:3]=[CH:4][C:5]([C:8]([Cl:11])=[N:9][OH:10])=[N:6][CH:7]=1. The catalyst class is: 3.